The task is: Predict which catalyst facilitates the given reaction.. This data is from Catalyst prediction with 721,799 reactions and 888 catalyst types from USPTO. (1) Reactant: [Cl:1][C:2]1[C:7]([CH:8]=[O:9])=[C:6]([OH:10])[CH:5]=[C:4]([OH:11])[CH:3]=1.[O:12]1[CH:17]=[CH:16][CH2:15][CH2:14][CH2:13]1. Product: [Cl:1][C:2]1[C:7]([CH:8]=[O:9])=[C:6]([OH:10])[CH:5]=[C:4]([O:11][CH:13]2[CH2:14][CH2:15][CH2:16][CH2:17][O:12]2)[CH:3]=1. The catalyst class is: 2. (2) Reactant: C(OC(=O)[N:7]([CH2:28][C:29]1[CH:38]=[CH:37][C:32]2[O:33][CH2:34][CH2:35][O:36][C:31]=2[CH:30]=1)[CH:8]1[CH2:13][CH2:12][N:11]([CH2:14][CH2:15][N:16]2[C:25]3[C:20](=[C:21]([Br:26])[CH:22]=[CH:23][CH:24]=3)[CH:19]=[CH:18][C:17]2=[O:27])[CH2:10][CH2:9]1)(C)(C)C.FC(F)(F)C(O)=O. Product: [O:33]1[C:32]2[CH:37]=[CH:38][C:29]([CH2:28][NH:7][CH:8]3[CH2:13][CH2:12][N:11]([CH2:14][CH2:15][N:16]4[C:25]5[C:20](=[C:21]([Br:26])[CH:22]=[CH:23][CH:24]=5)[CH:19]=[CH:18][C:17]4=[O:27])[CH2:10][CH2:9]3)=[CH:30][C:31]=2[O:36][CH2:35][CH2:34]1. The catalyst class is: 22. (3) Reactant: [N:1]1[CH:6]=[CH:5][CH:4]=[CH:3][C:2]=1[CH2:7][C:8]1[CH:9]=[CH:10][C:11]2[O:15][C:14](B(O)O)=[CH:13][C:12]=2[CH:19]=1.C([O-])(=O)C.[K+].Br[C:26]1[CH:41]=[CH:40][C:29]([CH2:30][N:31]2[CH2:34][CH:33]([C:35]([O:37][CH2:38][CH3:39])=[O:36])[CH2:32]2)=[CH:28][C:27]=1[F:42]. Product: [F:42][C:27]1[CH:28]=[C:29]([CH2:30][N:31]2[CH2:34][CH:33]([C:35]([O:37][CH2:38][CH3:39])=[O:36])[CH2:32]2)[CH:40]=[CH:41][C:26]=1[C:14]1[O:15][C:11]2[CH:10]=[CH:9][C:8]([CH2:7][C:2]3[CH:3]=[CH:4][CH:5]=[CH:6][N:1]=3)=[CH:19][C:12]=2[CH:13]=1. The catalyst class is: 14. (4) Reactant: [ClH:1].[CH3:2][O:3][C:4](=[O:13])/[CH:5]=[CH:6]/[C:7]1[CH:12]=[CH:11][CH:10]=[CH:9][N:8]=1. Product: [ClH:1].[CH3:2][O:3][C:4](=[O:13])[CH2:5][CH2:6][C:7]1[CH:12]=[CH:11][CH:10]=[CH:9][N:8]=1. The catalyst class is: 153. (5) Reactant: CO[C:3]([C:5]1[C:6]([OH:34])=[C:7]2[C:12](=[C:13]([C:15]3[CH:16]=[N:17][CH:18]=[CH:19][CH:20]=3)[N:14]=1)[N:11]([CH2:21][CH:22]1[CH2:26][CH2:25][CH2:24][CH2:23]1)[C:10](=[O:27])[C:9]([C:28]1[CH:33]=[CH:32][CH:31]=[CH:30][CH:29]=1)=[CH:8]2)=[O:4].[NH2:35][CH2:36][CH2:37][C:38]([OH:40])=[O:39].C[O-].[Na+]. Product: [CH:22]1([CH2:21][N:11]2[C:12]3[C:7](=[C:6]([OH:34])[C:5]([C:3]([NH:35][CH2:36][CH2:37][C:38]([OH:40])=[O:39])=[O:4])=[N:14][C:13]=3[C:15]3[CH:16]=[N:17][CH:18]=[CH:19][CH:20]=3)[CH:8]=[C:9]([C:28]3[CH:29]=[CH:30][CH:31]=[CH:32][CH:33]=3)[C:10]2=[O:27])[CH2:26][CH2:25][CH2:24][CH2:23]1. The catalyst class is: 250. (6) Reactant: [C:1]([S:20][CH2:21][CH2:22][N:23]1[CH:27]=[CH:26][N:25]=[C:24]1[S:28][CH2:29][C:30]([O:32]C)=[O:31])([C:14]1[CH:19]=[CH:18][CH:17]=[CH:16][CH:15]=1)([C:8]1[CH:13]=[CH:12][CH:11]=[CH:10][CH:9]=1)[C:2]1[CH:7]=[CH:6][CH:5]=[CH:4][CH:3]=1.CO.[Li+:36].[OH-]. Product: [C:1]([S:20][CH2:21][CH2:22][N:23]1[CH:27]=[CH:26][N:25]=[C:24]1[S:28][CH2:29][C:30]([O-:32])=[O:31])([C:2]1[CH:7]=[CH:6][CH:5]=[CH:4][CH:3]=1)([C:8]1[CH:9]=[CH:10][CH:11]=[CH:12][CH:13]=1)[C:14]1[CH:15]=[CH:16][CH:17]=[CH:18][CH:19]=1.[Li+:36]. The catalyst class is: 20. (7) Reactant: [O:1]=[C:2]1[C:10]2[C:5](=[CH:6][CH:7]=[CH:8][CH:9]=2)[C:4](=[O:11])[N:3]1[C:12]1[S:16][N:15]=[C:14]([C:17]([OH:19])=O)[CH:13]=1.Cl.[NH:21]1[C@@H:30]2[C@@H:25]([CH2:26][CH2:27][CH2:28][CH2:29]2)[CH2:24][CH2:23][CH2:22]1.CCN(C(C)C)C(C)C.CN(C(ON1N=NC2C=CC=NC1=2)=[N+](C)C)C.F[P-](F)(F)(F)(F)F. Product: [N:21]1([C:17]([C:14]2[CH:13]=[C:12]([N:3]3[C:2](=[O:1])[C:10]4[C:5](=[CH:6][CH:7]=[CH:8][CH:9]=4)[C:4]3=[O:11])[S:16][N:15]=2)=[O:19])[C@@H:30]2[C@@H:25]([CH2:26][CH2:27][CH2:28][CH2:29]2)[CH2:24][CH2:23][CH2:22]1. The catalyst class is: 3.